From a dataset of Reaction yield outcomes from USPTO patents with 853,638 reactions. Predict the reaction yield, written as a fraction of the theoretical maximum amount of product (1.0 means a 100% yield; for example, 0.34 means a 34% yield). The reactants are O=P(Cl)(Cl)Cl.[F:6][C:7]1[CH:8]=[C:9]2[C:13](=[CH:14][CH:15]=1)[NH:12][C:11]([CH3:16])=[CH:10]2.[OH-:17].[Na+].[CH3:19]O.C(Cl)Cl. The catalyst is CN(C=O)C. The product is [F:6][C:7]1[CH:8]=[C:9]2[C:13](=[CH:14][CH:15]=1)[NH:12][C:11]([CH3:16])=[C:10]2[CH:19]=[O:17]. The yield is 0.550.